From a dataset of Peptide-MHC class II binding affinity with 134,281 pairs from IEDB. Regression. Given a peptide amino acid sequence and an MHC pseudo amino acid sequence, predict their binding affinity value. This is MHC class II binding data. (1) The peptide sequence is GDLYIFESRAICKYA. The MHC is DRB3_0101 with pseudo-sequence DRB3_0101. The binding affinity (normalized) is 0.442. (2) The peptide sequence is DELQIVDKIDAAFKI. The MHC is DRB1_0404 with pseudo-sequence DRB1_0404. The binding affinity (normalized) is 0.449. (3) The peptide sequence is SDAKTLVLNIKYTRP. The MHC is HLA-DQA10401-DQB10402 with pseudo-sequence HLA-DQA10401-DQB10402. The binding affinity (normalized) is 0.144. (4) The binding affinity (normalized) is 0.316. The peptide sequence is LRPTFDTRLMRLEDE. The MHC is DRB3_0202 with pseudo-sequence DRB3_0202. (5) The peptide sequence is ITAHLKRLWKMLDPR. The MHC is DRB1_0701 with pseudo-sequence DRB1_0701. The binding affinity (normalized) is 0.383. (6) The peptide sequence is VKEPQKPLVLNNQNF. The MHC is DRB1_0101 with pseudo-sequence DRB1_0101. The binding affinity (normalized) is 0.352. (7) The peptide sequence is GKGTLDGQGKAVWGK. The MHC is HLA-DPA10201-DPB11401 with pseudo-sequence HLA-DPA10201-DPB11401. The binding affinity (normalized) is 0.0298. (8) The peptide sequence is FIHFFTWGTMFVPKY. The MHC is DRB1_1501 with pseudo-sequence DRB1_1501. The binding affinity (normalized) is 0.282. (9) The peptide sequence is SQDLELSWVLNGLQAY. The MHC is HLA-DQA10301-DQB10302 with pseudo-sequence HLA-DQA10301-DQB10302. The binding affinity (normalized) is 0.319.